This data is from Forward reaction prediction with 1.9M reactions from USPTO patents (1976-2016). The task is: Predict the product of the given reaction. (1) Given the reactants Cl.[C:2]1([C:8]2([C:14]#[N:15])[CH2:13][CH2:12][NH:11][CH2:10][CH2:9]2)[CH:7]=[CH:6][CH:5]=[CH:4][CH:3]=1.[F:16][C:17]([F:28])([F:27])[C:18](O[C:18](=[O:19])[C:17]([F:28])([F:27])[F:16])=[O:19], predict the reaction product. The product is: [C:2]1([C:8]2([C:14]#[N:15])[CH2:9][CH2:10][N:11]([C:18](=[O:19])[C:17]([F:28])([F:27])[F:16])[CH2:12][CH2:13]2)[CH:3]=[CH:4][CH:5]=[CH:6][CH:7]=1. (2) Given the reactants [CH3:1][C:2]1[C:10]([C@@H:11]2[CH2:16][N:15]3[CH2:17][CH2:18][N:19](C(OCC4C=CC=CC=4)=O)[CH2:20][C@H:14]3[CH2:13][N:12]2[C:31]([O:33][C:34]([CH3:37])([CH3:36])[CH3:35])=[O:32])=[CH:9][CH:8]=[C:7]2[C:3]=1[CH2:4][O:5][C:6]2=[O:38], predict the reaction product. The product is: [CH3:1][C:2]1[C:10]([C@@H:11]2[CH2:16][N:15]3[CH2:17][CH2:18][NH:19][CH2:20][C@H:14]3[CH2:13][N:12]2[C:31]([O:33][C:34]([CH3:36])([CH3:35])[CH3:37])=[O:32])=[CH:9][CH:8]=[C:7]2[C:3]=1[CH2:4][O:5][C:6]2=[O:38]. (3) Given the reactants C(OC([N:8](C(OC(C)(C)C)=O)[C@@H:9]([C:23]([OH:25])=O)[CH2:10][CH2:11][C@@H:12]([C:15]1[CH:20]=[CH:19][CH:18]=[C:17]([F:21])[C:16]=1[F:22])[CH2:13][NH2:14])=O)(C)(C)C.[CH:33]([C:35]1[S:36][CH:37]=[CH:38][N:39]=1)=O.C(O)(=O)C.C(O[BH-](OC(=O)C)OC(=O)C)(=O)C.[Na+].C1C=NC2N(O)N=NC=2C=1.C(N(C(C)C)CC)(C)C, predict the reaction product. The product is: [NH2:8][C@@H:9]1[CH2:10][CH2:11][C@@H:12]([C:15]2[CH:20]=[CH:19][CH:18]=[C:17]([F:21])[C:16]=2[F:22])[CH2:13][N:14]([CH2:33][C:35]2[S:36][CH:37]=[CH:38][N:39]=2)[C:23]1=[O:25].